This data is from NCI-60 drug combinations with 297,098 pairs across 59 cell lines. The task is: Regression. Given two drug SMILES strings and cell line genomic features, predict the synergy score measuring deviation from expected non-interaction effect. Drug 1: CC(C1=C(C=CC(=C1Cl)F)Cl)OC2=C(N=CC(=C2)C3=CN(N=C3)C4CCNCC4)N. Drug 2: CCC1(CC2CC(C3=C(CCN(C2)C1)C4=CC=CC=C4N3)(C5=C(C=C6C(=C5)C78CCN9C7C(C=CC9)(C(C(C8N6C=O)(C(=O)OC)O)OC(=O)C)CC)OC)C(=O)OC)O.OS(=O)(=O)O. Cell line: RXF 393. Synergy scores: CSS=29.1, Synergy_ZIP=2.84, Synergy_Bliss=6.42, Synergy_Loewe=-17.6, Synergy_HSA=7.36.